Dataset: Full USPTO retrosynthesis dataset with 1.9M reactions from patents (1976-2016). Task: Predict the reactants needed to synthesize the given product. Given the product [CH3:1][O:2][C:3]1[CH:4]=[C:5]([CH:11]=[CH:12][C:13]=1[O:14][CH2:15][C:16]1[N:17]=[C:18]([C:22]2[CH:27]=[CH:26][CH:25]=[CH:24][CH:23]=2)[O:19][C:20]=1[CH3:21])[C:6]([OH:8])=[O:7], predict the reactants needed to synthesize it. The reactants are: [CH3:1][O:2][C:3]1[CH:4]=[C:5]([CH:11]=[CH:12][C:13]=1[O:14][CH2:15][C:16]1[N:17]=[C:18]([C:22]2[CH:27]=[CH:26][CH:25]=[CH:24][CH:23]=2)[O:19][C:20]=1[CH3:21])[C:6]([O:8]CC)=[O:7].[OH-].[Na+].O1CCCC1.Cl.